This data is from Forward reaction prediction with 1.9M reactions from USPTO patents (1976-2016). The task is: Predict the product of the given reaction. (1) Given the reactants [C:1]([O:5][C:6]([N:8]1[C@@H:12]([CH3:13])[C@H:11]([F:14])[CH2:10][C@H:9]1[C:15]([OH:17])=O)=[O:7])([CH3:4])([CH3:3])[CH3:2].CCN(C(C)C)C(C)C.CN(C(ON1N=NC2C=CC=NC1=2)=[N+](C)C)C.F[P-](F)(F)(F)(F)F.[F:51][C:52]1[C:53]([CH2:68][NH2:69])=[CH:54][C:55]([C:58]2[CH:59]=[N:60][C:61]([C:64]([F:67])([F:66])[F:65])=[N:62][CH:63]=2)=[N:56][CH:57]=1, predict the reaction product. The product is: [F:14][C@@H:11]1[CH2:10][C@@H:9]([C:15](=[O:17])[NH:69][CH2:68][C:53]2[C:52]([F:51])=[CH:57][N:56]=[C:55]([C:58]3[CH:63]=[N:62][C:61]([C:64]([F:67])([F:66])[F:65])=[N:60][CH:59]=3)[CH:54]=2)[N:8]([C:6]([O:5][C:1]([CH3:2])([CH3:3])[CH3:4])=[O:7])[C@H:12]1[CH3:13]. (2) Given the reactants [NH2:1][C:2]1[C:15]([Br:16])=[CH:14][C:5]2[C:6]([C:10]([NH:12][CH3:13])=[O:11])=[C:7]([I:9])[O:8][C:4]=2[CH:3]=1.[CH3:17][S:18](Cl)(=[O:20])=[O:19].O.O[Li].O, predict the reaction product. The product is: [Br:16][C:15]1[C:2]([NH:1][S:18]([CH3:17])(=[O:20])=[O:19])=[CH:3][C:4]2[O:8][C:7]([I:9])=[C:6]([C:10]([NH:12][CH3:13])=[O:11])[C:5]=2[CH:14]=1. (3) Given the reactants [CH3:1][O:2][C:3]([C:5]1[N:6]=[C:7]([C:37]([F:40])([F:39])[F:38])[N:8]2[CH2:13][CH2:12][N:11]([C:14](=[O:35])[CH2:15][CH:16]([NH:27]C(OC(C)(C)C)=O)[CH2:17][C:18]3[CH:23]=[C:22]([F:24])[C:21]([F:25])=[CH:20][C:19]=3[F:26])[C@H:10]([CH3:36])[C:9]=12)=[O:4].[ClH:41], predict the reaction product. The product is: [ClH:41].[CH3:1][O:2][C:3]([C:5]1[N:6]=[C:7]([C:37]([F:40])([F:38])[F:39])[N:8]2[CH2:13][CH2:12][N:11]([C:14](=[O:35])[CH2:15][CH:16]([NH2:27])[CH2:17][C:18]3[CH:23]=[C:22]([F:24])[C:21]([F:25])=[CH:20][C:19]=3[F:26])[C@H:10]([CH3:36])[C:9]=12)=[O:4]. (4) Given the reactants [Cl:1][C:2]1[CH:7]=[C:6]([CH2:8]Cl)[CH:5]=[CH:4][C:3]=1[C:10]1[CH:15]=[CH:14][CH:13]=[CH:12][CH:11]=1.C(=O)([O-])[O-].[K+].[K+].[C:22]([O:26][C:27](=[O:51])[CH2:28][CH2:29][N:30]([CH2:38][C:39]([N:41]1[C:49]2[C:44](=[CH:45][C:46]([OH:50])=[CH:47][CH:48]=2)[CH2:43][CH2:42]1)=[O:40])[C:31]([O:33][C:34]([CH3:37])([CH3:36])[CH3:35])=[O:32])([CH3:25])([CH3:24])[CH3:23].C(=O)(O)[O-].[Na+], predict the reaction product. The product is: [C:22]([O:26][C:27](=[O:51])[CH2:28][CH2:29][N:30]([C:31]([O:33][C:34]([CH3:37])([CH3:36])[CH3:35])=[O:32])[CH2:38][C:39]([N:41]1[C:49]2[C:44](=[CH:45][C:46]([O:50][CH2:8][C:6]3[CH:5]=[CH:4][C:3]([C:10]4[CH:15]=[CH:14][CH:13]=[CH:12][CH:11]=4)=[C:2]([Cl:1])[CH:7]=3)=[CH:47][CH:48]=2)[CH2:43][CH2:42]1)=[O:40])([CH3:25])([CH3:24])[CH3:23]. (5) Given the reactants [Cl:1][C:2]1[CH:7]=[C:6]([F:8])[C:5]([CH3:9])=[CH:4][C:3]=1B(O)O.I[C:14]1[N:19]=[C:18]([NH2:20])[N:17]=[C:16]([NH:21][CH3:22])[CH:15]=1, predict the reaction product. The product is: [Cl:1][C:2]1[CH:7]=[C:6]([F:8])[C:5]([CH3:9])=[CH:4][C:3]=1[C:14]1[N:19]=[C:18]([NH2:20])[N:17]=[C:16]([NH:21][CH3:22])[CH:15]=1. (6) Given the reactants [CH2:1]([C@H:8]1[CH2:12][O:11][C:10](=[O:13])[N:9]1[C:14](=[O:36])[CH2:15][C@@H:16]([C:22]1[CH:27]=[CH:26][C:25]([O:28]CC2C=CC=CC=2)=[CH:24][CH:23]=1)[C:17]1[CH2:21][CH2:20][O:19][N:18]=1)[C:2]1[CH:7]=[CH:6][CH:5]=[CH:4][CH:3]=1, predict the reaction product. The product is: [CH2:1]([C@H:8]1[CH2:12][O:11][C:10](=[O:13])[N:9]1[C:14](=[O:36])[CH2:15][C@@H:16]([C:22]1[CH:27]=[CH:26][C:25]([OH:28])=[CH:24][CH:23]=1)[C:17]1[CH2:21][CH2:20][O:19][N:18]=1)[C:2]1[CH:7]=[CH:6][CH:5]=[CH:4][CH:3]=1. (7) Given the reactants [NH3:1].[F:2][C:3]1[CH:8]=[CH:7][CH:6]=[CH:5][C:4]=1[C:9]1[N:13]2[N:14]=[C:15]([S:18][CH:19]([CH2:25][CH3:26])[C:20](OCC)=[O:21])[CH:16]=[CH:17][C:12]2=[N:11][N:10]=1, predict the reaction product. The product is: [F:2][C:3]1[CH:8]=[CH:7][CH:6]=[CH:5][C:4]=1[C:9]1[N:13]2[N:14]=[C:15]([S:18][CH:19]([CH2:25][CH3:26])[C:20]([NH2:1])=[O:21])[CH:16]=[CH:17][C:12]2=[N:11][N:10]=1.